This data is from Full USPTO retrosynthesis dataset with 1.9M reactions from patents (1976-2016). The task is: Predict the reactants needed to synthesize the given product. (1) Given the product [F:15][C:16]1[CH:21]=[C:20]([F:22])[CH:19]=[CH:18][C:17]=1[N:23]1[C:11](=[O:12])[C:4]2[C@H:5]3[C:8]([CH3:10])([CH3:9])[C@:2]([CH3:1])([CH2:7][CH2:6]3)[C:3]=2[NH:24]1, predict the reactants needed to synthesize it. The reactants are: [CH3:1][C@@:2]12[C:8]([CH3:10])([CH3:9])[C@@H:5]([CH2:6][CH2:7]1)[CH:4]([C:11](Cl)=[O:12])[C:3]2=O.[F:15][C:16]1[CH:21]=[C:20]([F:22])[CH:19]=[CH:18][C:17]=1[NH:23][N:24]=CC.N1C=CC=CC=1.Cl.O1CCOCC1. (2) Given the product [CH2:1]([O:3][C:4](=[O:18])[C:5]1[CH:10]=[CH:9][C:8]([N+:12]([O-:14])=[O:13])=[CH:7][C:6]=1[N+:15]([O-:17])=[O:16])[CH3:2], predict the reactants needed to synthesize it. The reactants are: [CH2:1]([O:3][C:4](=[O:18])[C:5]1[CH:10]=[C:9](C)[C:8]([N+:12]([O-:14])=[O:13])=[CH:7][C:6]=1[N+:15]([O-:17])=[O:16])[CH3:2].COC(N(C)C)OC.